This data is from Full USPTO retrosynthesis dataset with 1.9M reactions from patents (1976-2016). The task is: Predict the reactants needed to synthesize the given product. (1) Given the product [Cl:1][C:2]1[C:6]([Cl:7])=[C:5]([CH3:8])[NH:4][C:3]=1[C:9]([NH:11][CH:12]1[C:17]2([O:21][CH2:20][CH2:19][O:18]2)[CH2:16][N:15]([C:23]2[S:24][C:25]([C:28]([O:30][CH3:31])=[O:29])=[CH:26][N:27]=2)[CH2:14][CH2:13]1)=[O:10], predict the reactants needed to synthesize it. The reactants are: [Cl:1][C:2]1[C:6]([Cl:7])=[C:5]([CH3:8])[NH:4][C:3]=1[C:9]([NH:11][CH:12]1[C:17]2([O:21][CH2:20][CH2:19][O:18]2)[CH2:16][NH:15][CH2:14][CH2:13]1)=[O:10].Br[C:23]1[S:24][C:25]([C:28]([O:30][CH3:31])=[O:29])=[CH:26][N:27]=1.CCN(C(C)C)C(C)C.O. (2) Given the product [CH2:1]([O:3][C:4](=[O:24])[CH2:5][CH:6]([C:13]1[CH:21]=[C:20]2[C:16]([CH:17]=[CH:18][NH:19]2)=[C:15]([O:22][CH3:23])[CH:14]=1)[C:7]1[CH:12]=[CH:11][CH:10]=[CH:9][N:8]=1)[CH3:2], predict the reactants needed to synthesize it. The reactants are: [CH2:1]([O:3][C:4](=[O:24])[CH:5]=[C:6]([C:13]1[CH:21]=[C:20]2[C:16]([CH:17]=[CH:18][NH:19]2)=[C:15]([O:22][CH3:23])[CH:14]=1)[C:7]1[CH:12]=[CH:11][CH:10]=[CH:9][N:8]=1)[CH3:2].N1C2C(=CC=CC=2C(C2C=CC=CC=2)CC(NC)=O)C=C1. (3) Given the product [C:5]([NH:4][CH2:3][CH2:2][NH:1][C:23]([C:22]1[CH:21]=[N:20][N:17]2[C:18]([CH3:19])=[C:13]([CH2:12][C:11]3[CH:27]=[CH:28][CH:29]=[C:9]([F:8])[CH:10]=3)[C:14]([CH3:26])=[N:15][C:16]=12)=[O:24])(=[O:7])[CH3:6], predict the reactants needed to synthesize it. The reactants are: [NH2:1][CH2:2][CH2:3][NH:4][C:5](=[O:7])[CH3:6].[F:8][C:9]1[CH:10]=[C:11]([CH:27]=[CH:28][CH:29]=1)[CH2:12][C:13]1[C:14]([CH3:26])=[N:15][C:16]2[N:17]([N:20]=[CH:21][C:22]=2[C:23](O)=[O:24])[C:18]=1[CH3:19].